Task: Predict the product of the given reaction.. Dataset: Forward reaction prediction with 1.9M reactions from USPTO patents (1976-2016) (1) Given the reactants [Cl-:1].[CH3:2][N:3]1[CH:7]=[CH:6][N+:5]([CH3:8])=[C:4]1/[N:9]=[N:10]/[C:11]1[CH:16]=[CH:15][C:14]([N:17]2[CH2:22][CH2:21][NH:20][CH2:19][CH2:18]2)=[CH:13][CH:12]=1.Br[CH2:24][CH2:25][CH2:26][CH2:27][CH2:28][CH2:29]Br.C(=O)([O-])[O-].[K+].[K+], predict the reaction product. The product is: [Cl-:1].[CH3:8][N:5]1[CH:6]=[CH:7][N+:3]([CH3:2])=[C:4]1/[N:9]=[N:10]/[C:11]1[CH:12]=[CH:13][C:14]([N:17]2[CH2:18][CH2:19][N:20]([CH2:24][CH2:25][CH2:26][CH2:27][CH2:28][CH2:29][N:20]3[CH2:21][CH2:22][N:17]([C:14]4[CH:15]=[CH:16][C:11](/[N:10]=[N:9]/[C:4]5[N:5]([CH3:8])[CH:6]=[CH:7][N+:3]=5[CH3:2])=[CH:12][CH:13]=4)[CH2:18][CH2:19]3)[CH2:21][CH2:22]2)=[CH:15][CH:16]=1.[Cl-:1]. (2) Given the reactants C([O:8][NH:9][C:10](=[O:31])[CH2:11][C@H:12]([C:22]1[O:23][C:24]([CH3:30])=[C:25]([C:27]([NH2:29])=[O:28])[N:26]=1)[CH2:13][CH2:14][CH2:15][CH:16]1[CH2:21][CH2:20][CH2:19][CH2:18][CH2:17]1)C1C=CC=CC=1.C([O-])=O.[NH4+], predict the reaction product. The product is: [NH3:9].[CH:16]1([CH2:15][CH2:14][CH2:13][C@@H:12]([C:22]2[O:23][C:24]([CH3:30])=[C:25]([C:27]([NH2:29])=[O:28])[N:26]=2)[CH2:11][C:10]([NH:9][OH:8])=[O:31])[CH2:17][CH2:18][CH2:19][CH2:20][CH2:21]1. (3) Given the reactants [CH3:1][S:2]([N:5]1[C:13]2[C:8](=[CH:9][C:10]([O:14][CH3:15])=[CH:11][CH:12]=2)[C:7]([CH2:16]O)=[C:6]1[CH3:18])(=[O:4])=[O:3].P(Br)(Br)[Br:20], predict the reaction product. The product is: [Br:20][CH2:16][C:7]1[C:8]2[C:13](=[CH:12][CH:11]=[C:10]([O:14][CH3:15])[CH:9]=2)[N:5]([S:2]([CH3:1])(=[O:4])=[O:3])[C:6]=1[CH3:18]. (4) Given the reactants [CH3:1][C:2]1[C:3]([C:8]([OH:10])=O)=[N:4][CH:5]=[CH:6][CH:7]=1.CN(C(ON1N=NC2C=CC=CC1=2)=[N+](C)C)C.F[P-](F)(F)(F)(F)F.CCN(C(C)C)C(C)C.[CH2:44]([NH2:51])[C:45]1[CH:50]=[CH:49][CH:48]=[CH:47][CH:46]=1, predict the reaction product. The product is: [CH2:44]([NH:51][C:8](=[O:10])[C:3]1[C:2]([CH3:1])=[CH:7][CH:6]=[CH:5][N:4]=1)[C:45]1[CH:50]=[CH:49][CH:48]=[CH:47][CH:46]=1. (5) Given the reactants [CH2:1]1[CH:5]2[CH:6]([C:8]3[O:12][N:11]=[C:10](N)[N:9]=3)CN(C2)[CH2:2]1.[Cl:14][C:15]1[C:16]([CH3:30])=[C:17](C2C=CC(NO)=CC=2)[CH:18]=[CH:19][C:20]=1N, predict the reaction product. The product is: [CH2:6]([C:8]1[O:12][N:11]=[C:10]([C:17]2[CH:18]=[CH:19][CH:20]=[C:15]([Cl:14])[C:16]=2[CH3:30])[N:9]=1)[CH2:5][C:1]#[CH:2]. (6) Given the reactants Br[C:2]1[CH:7]=[CH:6][C:5]([S:8]([NH:11][CH2:12][CH:13]2[CH2:15][CH2:14]2)(=[O:10])=[O:9])=[C:4]([C:16]([F:19])([F:18])[F:17])[CH:3]=1.[CH3:20][O:21][C:22]1[CH:23]=[C:24]([CH:26]=[C:27]([O:29][CH3:30])[CH:28]=1)[NH2:25].C1C=CC(P(C2C(C3C(P(C4C=CC=CC=4)C4C=CC=CC=4)=CC=C4C=3C=CC=C4)=C3C(C=CC=C3)=CC=2)C2C=CC=CC=2)=CC=1.C(=O)([O-])[O-].[Cs+].[Cs+], predict the reaction product. The product is: [CH:13]1([CH2:12][NH:11][S:8]([C:5]2[CH:6]=[CH:7][C:2]([NH:25][C:24]3[CH:26]=[C:27]([O:29][CH3:30])[CH:28]=[C:22]([O:21][CH3:20])[CH:23]=3)=[CH:3][C:4]=2[C:16]([F:19])([F:18])[F:17])(=[O:10])=[O:9])[CH2:15][CH2:14]1. (7) Given the reactants [I:1][C:2]1[N:3]=[N:4][C:5](I)=[CH:6][CH:7]=1.[CH3:9][NH2:10], predict the reaction product. The product is: [I:1][C:2]1[N:3]=[N:4][C:5]([NH:10][CH3:9])=[CH:6][CH:7]=1. (8) The product is: [Cl:14][C:15]1[C:16]([CH2:26][O:4][CH2:3][C:2]([F:6])([F:5])[F:1])=[N:17][CH:18]=[C:19]([CH:25]=1)[C:20]([OH:22])=[O:21]. Given the reactants [F:1][C:2]([F:6])([F:5])[CH2:3][OH:4].C(=O)([O-])[O-].[Cs+].[Cs+].Cl.[Cl:14][C:15]1[C:16]([CH2:26]Cl)=[N:17][CH:18]=[C:19]([CH:25]=1)[C:20]([O:22]CC)=[O:21].[OH-].[Na+].Cl, predict the reaction product. (9) Given the reactants [C:1]([N:20]1[C:24]([C:25](OC)=[O:26])=[C:23]([C:29](OC)=[O:30])[C:22]([C:33](OC)=[O:34])=[N:21]1)([C:14]1[CH:19]=[CH:18][CH:17]=[CH:16][CH:15]=1)([C:8]1[CH:13]=[CH:12][CH:11]=[CH:10][CH:9]=1)[C:2]1[CH:7]=[CH:6][CH:5]=[CH:4][CH:3]=1.[H-].[H-].[H-].[H-].[Li+].[Al+3], predict the reaction product. The product is: [C:1]([N:20]1[C:24]([CH2:25][OH:26])=[C:23]([CH2:29][OH:30])[C:22]([CH2:33][OH:34])=[N:21]1)([C:14]1[CH:19]=[CH:18][CH:17]=[CH:16][CH:15]=1)([C:2]1[CH:3]=[CH:4][CH:5]=[CH:6][CH:7]=1)[C:8]1[CH:13]=[CH:12][CH:11]=[CH:10][CH:9]=1.